From a dataset of Reaction yield outcomes from USPTO patents with 853,638 reactions. Predict the reaction yield, written as a fraction of the theoretical maximum amount of product (1.0 means a 100% yield; for example, 0.34 means a 34% yield). (1) The reactants are [CH2:1]([O:3][C:4](=[O:24])[CH:5]=[C:6]([C:13]1[CH:14]=[C:15]2[C:19](=[CH:20][CH:21]=1)[NH:18][CH:17]=[C:16]2[C:22]#[N:23])[C:7]1[CH:12]=[CH:11][CH:10]=[CH:9][CH:8]=1)[CH3:2]. The catalyst is CCO.CCOC(C)=O.CO.[Pd]. The product is [CH2:1]([O:3][C:4](=[O:24])[CH2:5][CH:6]([C:13]1[CH:14]=[C:15]2[C:19](=[CH:20][CH:21]=1)[NH:18][CH:17]=[C:16]2[C:22]#[N:23])[C:7]1[CH:8]=[CH:9][CH:10]=[CH:11][CH:12]=1)[CH3:2]. The yield is 1.00. (2) The reactants are [Cl-].O[NH3+:3].[C:4](=[O:7])([O-])[OH:5].[Na+].CS(C)=O.[Si]([O:20][CH:21]([C:52]([CH3:55])([CH3:54])[CH3:53])[CH2:22][N:23]1[C:28](=[O:29])[C:27]([CH2:30][C:31]2[CH:36]=[CH:35][C:34]([C:37]3[C:38]([C:43]#[N:44])=[CH:39][CH:40]=[CH:41][CH:42]=3)=[CH:33][CH:32]=2)=[C:26]([CH2:45][CH2:46][CH3:47])[N:25]2[N:48]=[C:49]([CH3:51])[N:50]=[C:24]12)(C(C)(C)C)(C)C. The catalyst is O.C(OCC)(=O)C. The product is [OH:20][CH:21]([C:52]([CH3:55])([CH3:54])[CH3:53])[CH2:22][N:23]1[C:28](=[O:29])[C:27]([CH2:30][C:31]2[CH:32]=[CH:33][C:34]([C:37]3[CH:42]=[CH:41][CH:40]=[CH:39][C:38]=3[C:43]3[NH:44][C:4](=[O:7])[O:5][N:3]=3)=[CH:35][CH:36]=2)=[C:26]([CH2:45][CH2:46][CH3:47])[N:25]2[N:48]=[C:49]([CH3:51])[N:50]=[C:24]12. The yield is 0.720. (3) The catalyst is C1(C)C=CC=CC=1.C1C=CC(/C=C/C(/C=C/C2C=CC=CC=2)=O)=CC=1.C1C=CC(/C=C/C(/C=C/C2C=CC=CC=2)=O)=CC=1.C1C=CC(/C=C/C(/C=C/C2C=CC=CC=2)=O)=CC=1.[Pd].[Pd]. The yield is 0.362. The product is [O:13]1[CH2:18][CH2:17][CH:16]([NH:19][C:2]2[CH:7]=[CH:6][N:5]=[C:4]([C:8]([O:10][CH3:11])=[O:9])[CH:3]=2)[CH2:15][CH2:14]1. The reactants are Cl[C:2]1[CH:7]=[CH:6][N:5]=[C:4]([C:8]([O:10][CH3:11])=[O:9])[CH:3]=1.Cl.[O:13]1[CH2:18][CH2:17][CH:16]([NH2:19])[CH2:15][CH2:14]1.C([O-])([O-])=O.[Cs+].[Cs+].CC(C1C=C(C(C)C)C(C2C=CC=CC=2P(C2CCCCC2)C2CCCCC2)=C(C(C)C)C=1)C. (4) The reactants are [Cl:1][C:2]1[CH:9]=[C:8]([N:10]([CH2:16][C:17]2[CH:22]=[CH:21][CH:20]=[CH:19][C:18]=2[Cl:23])[C@H:11]2[CH2:15][CH2:14][NH:13][CH2:12]2)[CH:7]=[CH:6][C:3]=1[C:4]#[N:5].Br[CH2:25][C:26]([NH2:28])=[O:27]. No catalyst specified. The product is [Cl:1][C:2]1[CH:9]=[C:8]([N:10]([CH2:16][C:17]2[CH:22]=[CH:21][CH:20]=[CH:19][C:18]=2[Cl:23])[C@H:11]2[CH2:15][CH2:14][N:13]([CH2:25][C:26]([NH2:28])=[O:27])[CH2:12]2)[CH:7]=[CH:6][C:3]=1[C:4]#[N:5]. The yield is 0.300.